This data is from Forward reaction prediction with 1.9M reactions from USPTO patents (1976-2016). The task is: Predict the product of the given reaction. (1) Given the reactants [Li+].[OH-].C([O:5][C:6]([C:8]1[C:9]([CH2:23][C:24]([CH3:27])([CH3:26])[CH3:25])=[N:10][C:11]2[C:16]([C:17]=1[CH3:18])=[CH:15][CH:14]=[C:13]([C:19]([F:22])([F:21])[F:20])[CH:12]=2)=[O:7])C, predict the reaction product. The product is: [CH3:18][C:17]1[C:16]2[C:11](=[CH:12][C:13]([C:19]([F:20])([F:21])[F:22])=[CH:14][CH:15]=2)[N:10]=[C:9]([CH2:23][C:24]([CH3:27])([CH3:25])[CH3:26])[C:8]=1[C:6]([OH:7])=[O:5]. (2) Given the reactants C([Li])(CC)C.[CH3:6][N:7]([CH2:9][C-:10]1[CH:14]=[CH:13][CH:12]=[CH:11]1)[CH3:8].[CH-:15]1[CH:19]=[CH:18][CH:17]=[CH:16]1.[Fe+2:20].[Br:21][C:22]1[CH:27]=[CH:26][CH:25]=[CH:24][C:23]=1I, predict the reaction product. The product is: [Br:21][C:22]1[CH:27]=[CH:26][CH:25]=[CH:24][C:23]=1[C:11]1[C-:10]([CH2:9][N:7]([CH3:8])[CH3:6])[CH:14]=[CH:13][CH:12]=1.[CH-:15]1[CH:19]=[CH:18][CH:17]=[CH:16]1.[Fe+2:20]. (3) Given the reactants [CH:1]1[C:13]2[C:12](=[CH:14][C:15](O)=[O:16])[C:11]3[C:6](=[CH:7][CH:8]=[CH:9][CH:10]=3)[C:5]=2[CH:4]=[CH:3][CH:2]=1.Cl.C(N=C=NCCCN(C)C)C.OC1C2N=NNC=2C=CC=1.C(N(CC)CC)C.Cl.[CH3:48][O:49][C:50](=[O:53])[CH2:51][NH2:52], predict the reaction product. The product is: [CH3:48][O:49][C:50](=[O:53])[CH2:51][NH:52][C:15](=[O:16])[CH:14]=[C:12]1[C:13]2[CH:1]=[CH:2][CH:3]=[CH:4][C:5]=2[C:6]2[C:11]1=[CH:10][CH:9]=[CH:8][CH:7]=2. (4) The product is: [NH2:14][C:16]1[CH:17]=[C:18]2[C:23](=[CH:24][C:25]=1[F:26])[C:22](=[O:27])[N:21]([C:28]1[CH:29]=[CH:30][C:31]([NH:7][C:5]([NH:4][S:1]([C:39]3[S:40][CH:41]=[C:37]([Cl:36])[CH:38]=3)(=[O:3])=[O:2])=[O:6])=[CH:32][CH:33]=1)[CH:20]=[CH:19]2. Given the reactants [S:1](=[N:4][C:5]([NH2:7])=[O:6])(=[O:3])=[O:2].C(OC(=O)[N:14]([C:16]1[CH:17]=[C:18]2[C:23](=[CH:24][C:25]=1[F:26])[C:22](=[O:27])[N:21]([C:28]1[CH:33]=[CH:32][C:31](N)=[CH:30][CH:29]=1)[CH:20]=[CH:19]2)C)(C)(C)C.[Cl:36][C:37]1[CH:38]=[C:39](S(N)(=O)=O)[S:40][CH:41]=1, predict the reaction product. (5) Given the reactants [C:1]([O:4][CH2:5][C:6]1[CH:11]=[C:10]([NH:12][C:13]2[CH:18]=[CH:17][C:16]([C:19]#[N:20])=[CH:15][CH:14]=2)[CH:9]=[CH:8][C:7]=1[Br:21])(=[O:3])[CH3:2].I[CH3:23].[H-].[Na+].O, predict the reaction product. The product is: [C:1]([O:4][CH2:5][C:6]1[CH:11]=[C:10]([N:12]([C:13]2[CH:18]=[CH:17][C:16]([C:19]#[N:20])=[CH:15][CH:14]=2)[CH3:23])[CH:9]=[CH:8][C:7]=1[Br:21])(=[O:3])[CH3:2].